From a dataset of Peptide-MHC class I binding affinity with 185,985 pairs from IEDB/IMGT. Regression. Given a peptide amino acid sequence and an MHC pseudo amino acid sequence, predict their binding affinity value. This is MHC class I binding data. (1) The peptide sequence is YFRNSGMTY. The MHC is HLA-B35:01 with pseudo-sequence HLA-B35:01. The binding affinity (normalized) is 0.566. (2) The peptide sequence is TVFKGFVNK. The MHC is HLA-B58:01 with pseudo-sequence HLA-B58:01. The binding affinity (normalized) is 0.0847. (3) The peptide sequence is YTDHQTTPT. The MHC is HLA-A01:01 with pseudo-sequence HLA-A01:01. The binding affinity (normalized) is 0.778. (4) The peptide sequence is CYSSVNDRLV. The MHC is HLA-A23:01 with pseudo-sequence HLA-A23:01. The binding affinity (normalized) is 0.303. (5) The peptide sequence is NTIEELSGY. The MHC is HLA-A23:01 with pseudo-sequence HLA-A23:01. The binding affinity (normalized) is 0.0847. (6) The peptide sequence is FAYKTGSSM. The MHC is HLA-C07:02 with pseudo-sequence HLA-C07:02. The binding affinity (normalized) is 0.374.